From a dataset of Reaction yield outcomes from USPTO patents with 853,638 reactions. Predict the reaction yield, written as a fraction of the theoretical maximum amount of product (1.0 means a 100% yield; for example, 0.34 means a 34% yield). (1) The reactants are [NH:1]1[CH:5]=[CH:4][N:3]=[C:2]1[CH2:6][NH:7][C:8]([C:10]1([CH2:27][OH:28])[CH2:15][CH2:14][N:13]([C:16](=[O:26])[CH2:17][NH:18][C:19](=[O:25])[O:20][C:21]([CH3:24])([CH3:23])[CH3:22])[CH2:12][CH2:11]1)=[O:9].[CH2:29]([C:31]1[CH:36]=[CH:35][C:34]([N:37]=[C:38]=[O:39])=[CH:33][CH:32]=1)[CH3:30]. The catalyst is C1COCC1.CN(C1C=CN=CC=1)C. The product is [CH2:29]([C:31]1[CH:36]=[CH:35][C:34]([NH:37][C:38](=[O:39])[O:28][CH2:27][C:10]2([C:8](=[O:9])[NH:7][CH2:6][C:2]3[NH:1][CH:5]=[CH:4][N:3]=3)[CH2:15][CH2:14][N:13]([C:16](=[O:26])[CH2:17][NH:18][C:19]([O:20][C:21]([CH3:24])([CH3:23])[CH3:22])=[O:25])[CH2:12][CH2:11]2)=[CH:33][CH:32]=1)[CH3:30]. The yield is 0.510. (2) The reactants are [N:1]1[CH:6]=[CH:5][CH:4]=[C:3]([C:7]([CH:9]2[CH2:16][C:12]3[S:13][CH:14]=[CH:15][C:11]=3[C:10]2=O)=O)[CH:2]=1.O.[NH2:19][NH2:20].C(O)(=O)C. The catalyst is C(O)C. The product is [N:1]1[CH:6]=[CH:5][CH:4]=[C:3]([C:7]2[C:9]3[CH2:16][C:12]4[S:13][CH:14]=[CH:15][C:11]=4[C:10]=3[NH:20][N:19]=2)[CH:2]=1. The yield is 0.400. (3) The reactants are [Cl:1][C:2]1[CH:7]=[CH:6][CH:5]=[C:4](Cl)[N:3]=1.O.[NH2:10][NH2:11]. No catalyst specified. The product is [Cl:1][C:2]1[CH:7]=[CH:6][CH:5]=[C:4]([NH:10][NH2:11])[N:3]=1. The yield is 0.650. (4) The yield is 0.880. The catalyst is CO.[Pd]. The reactants are [CH3:1][O:2][C:3](=[O:14])[C:4]1[CH:9]=[CH:8][CH:7]=[C:6]([N+:10]([O-])=O)[C:5]=1[NH2:13].[H][H]. The product is [CH3:1][O:2][C:3](=[O:14])[C:4]1[CH:9]=[CH:8][CH:7]=[C:6]([NH2:10])[C:5]=1[NH2:13]. (5) The reactants are [CH3:1][C:2]1[CH:3]=[C:4]([NH2:10])[C:5]([NH2:9])=[CH:6][C:7]=1[CH3:8].[NH2:11][C:12]1[CH:20]=[CH:19][C:15]([C:16](O)=O)=[C:14]([OH:21])[CH:13]=1.O. The catalyst is C(OCC)(=O)C. The product is [NH2:11][C:12]1[CH:20]=[CH:19][C:15]([C:16]2[NH:10][C:4]3[CH:3]=[C:2]([CH3:1])[C:7]([CH3:8])=[CH:6][C:5]=3[N:9]=2)=[C:14]([OH:21])[CH:13]=1. The yield is 0.280. (6) The reactants are [F:1][C:2]1[CH:7]=[CH:6][C:5]([C:8]2[C:12]([CH2:13][O:14][C:15]3[CH:23]=[CH:22][C:18]([C:19](O)=[O:20])=[CH:17][N:16]=3)=[C:11]([CH2:24][OH:25])[O:10][N:9]=2)=[CH:4][CH:3]=1.O.ON1C2C=CC=CC=2N=N1.C(N(C(C)C)C(C)C)C.Cl.CN(C)CCCN=C=NCC.[NH2:58][C:59]([CH3:63])([CH3:62])[CH2:60][OH:61]. The catalyst is C1COCC1.CO.ClCCl. The product is [F:1][C:2]1[CH:7]=[CH:6][C:5]([C:8]2[C:12]([CH2:13][O:14][C:15]3[CH:23]=[CH:22][C:18]([C:19]([NH:58][C:59]([CH3:63])([CH3:62])[CH2:60][OH:61])=[O:20])=[CH:17][N:16]=3)=[C:11]([CH2:24][OH:25])[O:10][N:9]=2)=[CH:4][CH:3]=1. The yield is 0.660. (7) The reactants are [H-].[Na+].[OH:3][CH2:4][C:5]1[CH:6]=[CH:7][C:8]([C:11]2[N:15]([C:16]3[CH:17]=[N:18][CH:19]=[CH:20][CH:21]=3)[N:14]=[C:13]([C:22]([N:24]3[CH2:29][CH2:28][C:27]([F:31])([F:30])[CH2:26][CH2:25]3)=[O:23])[CH:12]=2)=[N:9][CH:10]=1.[CH3:32]I. The catalyst is CN(C)C=O. The product is [CH3:32][O:3][CH2:4][C:5]1[CH:6]=[CH:7][C:8]([C:11]2[N:15]([C:16]3[CH:17]=[N:18][CH:19]=[CH:20][CH:21]=3)[N:14]=[C:13]([C:22]([N:24]3[CH2:25][CH2:26][C:27]([F:30])([F:31])[CH2:28][CH2:29]3)=[O:23])[CH:12]=2)=[N:9][CH:10]=1. The yield is 0.530. (8) The reactants are [C:1]([O:5][C:6](=[O:22])[NH:7][C@@H:8]([C:12](=[NH:21])[NH:13][CH2:14][C:15]1[CH:20]=[CH:19][CH:18]=[CH:17][CH:16]=1)[CH:9]([CH3:11])[CH3:10])([CH3:4])([CH3:3])[CH3:2].C(O[CH2:26][CH:27]=[C:28]([C:34]#[N:35])[C:29](OCC)=[O:30])C. The catalyst is CCO. The product is [C:1]([O:5][C:6](=[O:22])[NH:7][CH:8]([C:12]1[N:13]([CH2:14][C:15]2[CH:16]=[CH:17][CH:18]=[CH:19][CH:20]=2)[C:29](=[O:30])[C:28]([C:34]#[N:35])=[C:27]([CH3:26])[N:21]=1)[CH:9]([CH3:11])[CH3:10])([CH3:3])([CH3:4])[CH3:2]. The yield is 0.440. (9) The reactants are [N+:1]([C:4]1[CH:5]=[C:6]([C:10]#[N:11])[N:7]([CH3:9])[CH:8]=1)([O-])=O. The catalyst is CO.[Pd]. The product is [C:10]([C:6]1[N:7]([CH3:9])[CH:8]=[C:4]([NH2:1])[CH:5]=1)#[N:11]. The yield is 0.774. (10) The reactants are [CH2:1]([CH2:3][NH2:4])[OH:2].CS(O[CH2:10][CH2:11][C:12]1[CH:13]=[CH:14][CH:15]=[C:16]2[C:20]=1[NH:19][CH:18]=[CH:17]2)(=O)=O. The catalyst is C(O)C.C(OCC)(=O)C. The product is [OH:2][CH2:1][CH2:3][NH:4][CH2:10][CH2:11][C:12]1[CH:13]=[CH:14][CH:15]=[C:16]2[C:20]=1[NH:19][CH:18]=[CH:17]2. The yield is 0.850.